From a dataset of Reaction yield outcomes from USPTO patents with 853,638 reactions. Predict the reaction yield, written as a fraction of the theoretical maximum amount of product (1.0 means a 100% yield; for example, 0.34 means a 34% yield). (1) The reactants are [Cl:1][C:2]1[CH:7]=[CH:6][C:5]([N:8]2[C:12]([Sn](CCCC)(CCCC)CCCC)=[CH:11][CH:10]=[N:9]2)=[CH:4][CH:3]=1.[CH3:26][NH:27][C:28]([C:30]1[C:31](=[O:48])[N:32]([C:38]2[CH:43]=[CH:42][CH:41]=[C:40]([C:44]([F:47])([F:46])[F:45])[CH:39]=2)[C:33]([CH3:37])=[C:34](I)[CH:35]=1)=[O:29]. The catalyst is COCCOC. The product is [CH3:26][NH:27][C:28]([C:30]1[C:31](=[O:48])[N:32]([C:38]2[CH:43]=[CH:42][CH:41]=[C:40]([C:44]([F:47])([F:45])[F:46])[CH:39]=2)[C:33]([CH3:37])=[C:34]([C:12]2[N:8]([C:5]3[CH:4]=[CH:3][C:2]([Cl:1])=[CH:7][CH:6]=3)[N:9]=[CH:10][CH:11]=2)[CH:35]=1)=[O:29]. The yield is 0.170. (2) The reactants are [F:1][C:2]1[CH:7]=[CH:6][CH:5]=[CH:4][C:3]=1[C@@H:8]([N:20]1[CH2:25][CH2:24][CH2:23][CH2:22][CH2:21]1)[C:9]([O:11][C@H](C1C=CC=CC=1)C)=[O:10]. The catalyst is C(O)C.[OH-].[OH-].[Pd+2]. The product is [F:1][C:2]1[CH:7]=[CH:6][CH:5]=[CH:4][C:3]=1[C@@H:8]([N:20]1[CH2:25][CH2:24][CH2:23][CH2:22][CH2:21]1)[C:9]([OH:11])=[O:10]. The yield is 0.980.